This data is from Forward reaction prediction with 1.9M reactions from USPTO patents (1976-2016). The task is: Predict the product of the given reaction. Given the reactants C([Si]1(CC)C2[CH:8]=[CH:9][CH:10]=[CH:11][C:6]=2[CH:5]([C:12]2[CH:17]=[CH:16][CH:15]=[CH:14][CH:13]=2)O1)C.C([Si]1(CC)C2C=CC=CC=2C(C2[CH:32]=[N:33]C=CC=2)O1)C.C([Si]1(CC)C2C=CC=CC=2C(C2C=CC(N(C)C)=CC=2)O1)C, predict the reaction product. The product is: [C:12]1([C:5]2[CH:6]=[CH:11][CH:10]=[CH:9][CH:8]=2)[CH:13]=[CH:14][C:15]([C:32]#[N:33])=[CH:16][CH:17]=1.